This data is from Peptide-MHC class I binding affinity with 185,985 pairs from IEDB/IMGT. The task is: Regression. Given a peptide amino acid sequence and an MHC pseudo amino acid sequence, predict their binding affinity value. This is MHC class I binding data. (1) The peptide sequence is ILYNEYNFV. The MHC is HLA-A02:01 with pseudo-sequence HLA-A02:01. The binding affinity (normalized) is 0.752. (2) The peptide sequence is SEHTGREIV. The MHC is HLA-B40:01 with pseudo-sequence HLA-B40:01. The binding affinity (normalized) is 0.663. (3) The peptide sequence is CKFNMTGLK. The MHC is HLA-A31:01 with pseudo-sequence HLA-A31:01. The binding affinity (normalized) is 0.389. (4) The peptide sequence is SPISNVANA. The MHC is HLA-B07:02 with pseudo-sequence HLA-B07:02. The binding affinity (normalized) is 0.401.